This data is from NCI-60 drug combinations with 297,098 pairs across 59 cell lines. The task is: Regression. Given two drug SMILES strings and cell line genomic features, predict the synergy score measuring deviation from expected non-interaction effect. (1) Cell line: KM12. Synergy scores: CSS=10.8, Synergy_ZIP=-0.362, Synergy_Bliss=1.47, Synergy_Loewe=-12.1, Synergy_HSA=-1.86. Drug 1: C1CN1P(=S)(N2CC2)N3CC3. Drug 2: C(=O)(N)NO. (2) Drug 1: CC12CCC3C(C1CCC2O)C(CC4=C3C=CC(=C4)O)CCCCCCCCCS(=O)CCCC(C(F)(F)F)(F)F. Drug 2: CC(C)NC(=O)C1=CC=C(C=C1)CNNC.Cl. Cell line: SF-268. Synergy scores: CSS=2.39, Synergy_ZIP=0.768, Synergy_Bliss=3.19, Synergy_Loewe=1.12, Synergy_HSA=1.19.